Dataset: Reaction yield outcomes from USPTO patents with 853,638 reactions. Task: Predict the reaction yield, written as a fraction of the theoretical maximum amount of product (1.0 means a 100% yield; for example, 0.34 means a 34% yield). The product is [C:62]([C:61]1[C:55]2[O:54][CH:53]([CH2:52][NH2:49])[CH2:57][C:56]=2[CH:58]=[CH:59][CH:60]=1)([CH3:65])([CH3:63])[CH3:64]. The catalyst is [Pd]. The yield is 0.670. The reactants are CC1C=CC(S(OCC2CC3C=CC=C(C(C)(C)C)C=3O2)(=O)=O)=CC=1.[N-]=[N+]=[N-].[Na+].N(CC1CC2C=C(Cl)C=C(C3C=CSC=3)C=2O1)=[N+]=[N-].[N:49]([CH2:52][CH:53]1[CH2:57][C:56]2[CH:58]=[CH:59][CH:60]=[C:61]([C:62]([CH3:65])([CH3:64])[CH3:63])[C:55]=2[O:54]1)=[N+]=[N-].[N-]=[N+]=[N-].